The task is: Predict the reactants needed to synthesize the given product.. This data is from Full USPTO retrosynthesis dataset with 1.9M reactions from patents (1976-2016). (1) The reactants are: C[O:2][C:3]([CH:5]1[CH2:14][CH2:13][C:12]2[C:7](=[CH:8][CH:9]=[C:10]([Br:15])[CH:11]=2)[N:6]1[C:16](=[O:18])[CH3:17])=[O:4].[Li+].[OH-]. Given the product [C:16]([N:6]1[C:7]2[C:12](=[CH:11][C:10]([Br:15])=[CH:9][CH:8]=2)[CH2:13][CH2:14][CH:5]1[C:3]([OH:4])=[O:2])(=[O:18])[CH3:17], predict the reactants needed to synthesize it. (2) Given the product [CH2:8]([NH:11][C:2]1[CH2:6][O:5][C:4](=[O:7])[N:3]=1)[C:9]#[CH:10], predict the reactants needed to synthesize it. The reactants are: S=[C:2]1[CH2:6][O:5][C:4](=[O:7])[NH:3]1.[CH2:8]([NH2:11])[C:9]#[CH:10]. (3) Given the product [N+:17](=[CH:14][C:9]1([CH3:8])[CH2:13][CH2:12][CH2:11][CH2:10]1)=[N-:18], predict the reactants needed to synthesize it. The reactants are: C(N(CC)CC)C.[CH3:8][C:9]1([C:14](Cl)=O)[CH2:13][CH2:12][CH2:11][CH2:10]1.[N+:17](=C)=[N-:18]. (4) The reactants are: C[O-].[Na+].[N:4]1([C:9]2[N:17]=[CH:16][N:15]=[C:14]3[C:10]=2[N:11]=[CH:12][N:13]3[C@@H:18]2[O:30][C@H:29]([CH2:31][O:32]C(=O)C)[C@@H:24]([O:25]C(=O)C)[C@H:19]2[O:20]C(=O)C)[CH:8]=[N:7][CH:6]=[N:5]1. Given the product [C@@H:18]1([N:13]2[CH:12]=[N:11][C:10]3[C:14]2=[N:15][CH:16]=[N:17][C:9]=3[N:4]2[CH:8]=[N:7][CH:6]=[N:5]2)[O:30][C@H:29]([CH2:31][OH:32])[C@@H:24]([OH:25])[C@H:19]1[OH:20], predict the reactants needed to synthesize it. (5) Given the product [C:1]([NH:7][C@@H:8]([C:10]1[CH:15]=[CH:14][CH:13]=[CH:12][C:11]=1[S:16]([O-:18])=[O:17])[CH3:9])(=[O:6])[C:2]([CH3:5])([CH3:3])[CH3:4].[Na+:20], predict the reactants needed to synthesize it. The reactants are: [C:1]([NH:7][C@@H:8]([C:10]1[CH:15]=[CH:14][CH:13]=[CH:12][C:11]=1[S:16]([OH:18])=[O:17])[CH3:9])(=[O:6])[C:2]([CH3:5])([CH3:4])[CH3:3].[OH-].[Na+:20]. (6) Given the product [C:1]([O:5][C:6]([N:8]1[CH2:13][CH2:12][CH:11]([C:14]2[N:15]([CH2:38][CH2:39][N:40]([CH3:42])[CH3:41])[CH:16]=[C:17]([C:19]3[CH:24]=[CH:23][C:22]([F:25])=[C:21]([C:26]([F:27])([F:28])[F:29])[CH:20]=3)[N:18]=2)[CH2:10][CH2:9]1)=[O:7])([CH3:4])([CH3:2])[CH3:3], predict the reactants needed to synthesize it. The reactants are: [C:1]([O:5][C:6]([N:8]1[CH2:13][CH2:12][CH:11]([C:14]2[NH:15][CH:16]=[C:17]([C:19]3[CH:24]=[CH:23][C:22]([F:25])=[C:21]([C:26]([F:29])([F:28])[F:27])[CH:20]=3)[N:18]=2)[CH2:10][CH2:9]1)=[O:7])([CH3:4])([CH3:3])[CH3:2].CS(C)=O.[OH-].[K+].Cl.Cl[CH2:38][CH2:39][N:40]([CH3:42])[CH3:41].